This data is from Forward reaction prediction with 1.9M reactions from USPTO patents (1976-2016). The task is: Predict the product of the given reaction. (1) Given the reactants [C:1]1([CH:7]([N:11]2[C:16](=[S:17])[C:15]3[CH:18]=[N:19][NH:20][C:14]=3[N:13]=[CH:12]2)[C:8]([OH:10])=O)[CH:6]=[CH:5][CH:4]=[CH:3][CH:2]=1.C[N:22]1[CH2:27][CH2:26]O[CH2:24][CH2:23]1.CN(C(ON1N=N[C:38]2C=CC=N[C:37]1=2)=[N+](C)C)C.F[P-](F)(F)(F)(F)F, predict the reaction product. The product is: [N:22]1([C:8](=[O:10])[CH:7]([C:1]2[CH:2]=[CH:3][CH:4]=[CH:5][CH:6]=2)[N:11]2[C:16](=[S:17])[C:15]3[CH:18]=[N:19][NH:20][C:14]=3[N:13]=[CH:12]2)[CH2:23][CH2:24][CH2:38][CH2:37][CH2:26][CH2:27]1. (2) Given the reactants Br[C:2]1[CH:7]=[C:6]([S:8]([CH2:11][CH2:12][CH3:13])(=[O:10])=[O:9])[CH:5]=[CH:4][C:3]=1[CH3:14].C([O:19][C:20](=[O:33])[CH2:21][O:22][C:23]1[CH:28]=[CH:27][C:26]([C:29]#[N:30])=[CH:25][C:24]=1[C:31]#[CH:32])(C)(C)C, predict the reaction product. The product is: [C:29]([C:26]1[CH:27]=[CH:28][C:23]([O:22][CH2:21][C:20]([OH:33])=[O:19])=[C:24]([C:31]#[C:32][C:2]2[CH:7]=[C:6]([S:8]([CH2:11][CH2:12][CH3:13])(=[O:10])=[O:9])[CH:5]=[CH:4][C:3]=2[CH3:14])[CH:25]=1)#[N:30]. (3) Given the reactants [CH:1]1([C:4]2[N:8]([CH3:9])[C:7]3[C:10]([C:21]([O:23]C)=[O:22])=[CH:11][C:12]([C:14]4[C:15]([CH3:20])=[N:16][O:17][C:18]=4[CH3:19])=[CH:13][C:6]=3[N:5]=2)[CH2:3][CH2:2]1.[OH-].[Na+], predict the reaction product. The product is: [CH:1]1([C:4]2[N:8]([CH3:9])[C:7]3[C:10]([C:21]([OH:23])=[O:22])=[CH:11][C:12]([C:14]4[C:15]([CH3:20])=[N:16][O:17][C:18]=4[CH3:19])=[CH:13][C:6]=3[N:5]=2)[CH2:2][CH2:3]1. (4) Given the reactants [F:1][C:2]1[CH:7]=[CH:6][C:5]([CH2:8][CH2:9][CH2:10][CH2:11][C:12]2[S:13][C:14]3[N:15]=[C:16]([NH2:27])[N:17]=[C:18]([N:21]4[CH2:26][CH2:25][NH:24][CH2:23][CH2:22]4)[C:19]=3[N:20]=2)=[CH:4][CH:3]=1.[Cl:28][C:29]1[CH:39]=[CH:38][C:32]([O:33][CH2:34][C:35](O)=[O:36])=[CH:31][CH:30]=1, predict the reaction product. The product is: [NH2:27][C:16]1[N:17]=[C:18]([N:21]2[CH2:22][CH2:23][N:24]([C:35](=[O:36])[CH2:34][O:33][C:32]3[CH:38]=[CH:39][C:29]([Cl:28])=[CH:30][CH:31]=3)[CH2:25][CH2:26]2)[C:19]2[N:20]=[C:12]([CH2:11][CH2:10][CH2:9][CH2:8][C:5]3[CH:6]=[CH:7][C:2]([F:1])=[CH:3][CH:4]=3)[S:13][C:14]=2[N:15]=1.